From a dataset of NCI-60 drug combinations with 297,098 pairs across 59 cell lines. Regression. Given two drug SMILES strings and cell line genomic features, predict the synergy score measuring deviation from expected non-interaction effect. (1) Drug 1: CCCCCOC(=O)NC1=NC(=O)N(C=C1F)C2C(C(C(O2)C)O)O. Drug 2: CN(C(=O)NC(C=O)C(C(C(CO)O)O)O)N=O. Cell line: ACHN. Synergy scores: CSS=-2.68, Synergy_ZIP=1.77, Synergy_Bliss=-1.04, Synergy_Loewe=-3.42, Synergy_HSA=-4.92. (2) Drug 1: CNC(=O)C1=NC=CC(=C1)OC2=CC=C(C=C2)NC(=O)NC3=CC(=C(C=C3)Cl)C(F)(F)F. Drug 2: C1CN(P(=O)(OC1)NCCCl)CCCl. Cell line: CCRF-CEM. Synergy scores: CSS=-1.64, Synergy_ZIP=0.617, Synergy_Bliss=2.83, Synergy_Loewe=-2.27, Synergy_HSA=-0.966. (3) Drug 1: CC12CCC3C(C1CCC2O)C(CC4=C3C=CC(=C4)O)CCCCCCCCCS(=O)CCCC(C(F)(F)F)(F)F. Drug 2: C1=CN(C=N1)CC(O)(P(=O)(O)O)P(=O)(O)O. Cell line: RPMI-8226. Synergy scores: CSS=-2.35, Synergy_ZIP=-0.274, Synergy_Bliss=-4.14, Synergy_Loewe=-4.08, Synergy_HSA=-5.49. (4) Drug 1: C1CNP(=O)(OC1)N(CCCl)CCCl. Drug 2: C1=CC(=C(C=C1I)F)NC2=C(C=CC(=C2F)F)C(=O)NOCC(CO)O. Cell line: NCIH23. Synergy scores: CSS=40.6, Synergy_ZIP=1.19, Synergy_Bliss=-0.0841, Synergy_Loewe=-52.8, Synergy_HSA=-0.814. (5) Drug 1: C(=O)(N)NO. Drug 2: C#CCC(CC1=CN=C2C(=N1)C(=NC(=N2)N)N)C3=CC=C(C=C3)C(=O)NC(CCC(=O)O)C(=O)O. Cell line: SK-MEL-2. Synergy scores: CSS=2.92, Synergy_ZIP=7.02, Synergy_Bliss=10.2, Synergy_Loewe=3.71, Synergy_HSA=0.709. (6) Drug 1: C(=O)(N)NO. Drug 2: CC12CCC3C(C1CCC2OP(=O)(O)O)CCC4=C3C=CC(=C4)OC(=O)N(CCCl)CCCl.[Na+]. Cell line: K-562. Synergy scores: CSS=35.2, Synergy_ZIP=5.07, Synergy_Bliss=9.23, Synergy_Loewe=6.90, Synergy_HSA=8.77.